Dataset: Reaction yield outcomes from USPTO patents with 853,638 reactions. Task: Predict the reaction yield, written as a fraction of the theoretical maximum amount of product (1.0 means a 100% yield; for example, 0.34 means a 34% yield). (1) The reactants are O[C:2]1[C:7]([N+]([O-])=O)=[CH:6][C:5]([F:11])=[CH:4][N:3]=1.[OH:12][C:13]1C=CC(F)=CN=1.NC1C=CC(OC)=NC=1. No catalyst specified. The product is [CH3:13][O:12][C:4]1[C:5]([F:11])=[CH:6][CH:7]=[CH:2][N:3]=1. The yield is 1.00. (2) The reactants are [Cl:1][C:2]([Cl:24])([Cl:23])[CH2:3][O:4][C:5](=[O:22])[C:6]1[CH:11]=[CH:10][CH:9]=[CH:8][C:7]=1[CH2:12][S:13][C:14]1[CH:19]=[CH:18][C:17]([CH2:20][OH:21])=[CH:16][CH:15]=1.[F:25][C:26]([F:38])([F:37])[C:27]1[CH:32]=[CH:31][C:30]([CH2:33][C:34](O)=[O:35])=[CH:29][CH:28]=1. The catalyst is CN(C1C=CN=CC=1)C.C(Cl)Cl. The product is [Cl:24][C:2]([Cl:1])([Cl:23])[CH2:3][O:4][C:5](=[O:22])[C:6]1[CH:11]=[CH:10][CH:9]=[CH:8][C:7]=1[CH2:12][S:13][C:14]1[CH:19]=[CH:18][C:17]([CH2:20][O:21][C:34](=[O:35])[CH2:33][C:30]2[CH:29]=[CH:28][C:27]([C:26]([F:37])([F:25])[F:38])=[CH:32][CH:31]=2)=[CH:16][CH:15]=1. The yield is 1.00. (3) The reactants are Br[C:2]1[CH:19]=[CH:18][C:17]2[C:16]3[C:11](=[CH:12][CH:13]=[CH:14][CH:15]=3)[C:10]3[C:5](=[CH:6][CH:7]=[CH:8][CH:9]=3)[C:4]=2[CH:3]=1.[CH:20]1[C:28]2[C:27]3[CH:29]=[CH:30][CH:31]=[CH:32][C:26]=3[S:25][C:24]=2[C:23](B(O)O)=[CH:22][CH:21]=1.C(=O)([O-])[O-].[K+].[K+].C1(C)C=CC=CC=1. The catalyst is C1C=CC([P]([Pd]([P](C2C=CC=CC=2)(C2C=CC=CC=2)C2C=CC=CC=2)([P](C2C=CC=CC=2)(C2C=CC=CC=2)C2C=CC=CC=2)[P](C2C=CC=CC=2)(C2C=CC=CC=2)C2C=CC=CC=2)(C2C=CC=CC=2)C2C=CC=CC=2)=CC=1.O. The product is [CH:3]1[C:4]2[C:5]3[C:10](=[CH:9][CH:8]=[CH:7][CH:6]=3)[C:11]3[C:16](=[CH:15][CH:14]=[CH:13][CH:12]=3)[C:17]=2[CH:18]=[CH:19][C:2]=1[C:32]1[C:26]2[S:25][C:24]3[CH:23]=[CH:22][CH:21]=[CH:20][C:28]=3[C:27]=2[CH:29]=[CH:30][CH:31]=1. The yield is 0.860. (4) The reactants are [C:1]1([CH3:26])[CH:6]=[C:5]([CH3:7])[CH:4]=[C:3]([CH3:8])[C:2]=1[NH:9][C:10]([NH:12][C:13]1[C:14]([C:23](O)=[O:24])=[CH:15][C:16]2[C:21]([CH:22]=1)=[CH:20][CH:19]=[CH:18][CH:17]=2)=[O:11].CC1C=CC=C(C)C=1NC(NC1C(C(O)=O)=CC2C(C=1)=CC=CC=2)=O.Cl.[NH2:53][C@@H:54]([CH:59]1[CH2:64][CH2:63][CH2:62][CH2:61][CH2:60]1)[C:55]([O:57][CH3:58])=[O:56].Cl.COC(=O)CCN. No catalyst specified. The product is [CH:59]1([C@H:54]([NH:53][C:23]([C:14]2[C:13]([NH:12][C:10]([NH:9][C:2]3[C:3]([CH3:8])=[CH:4][C:5]([CH3:7])=[CH:6][C:1]=3[CH3:26])=[O:11])=[CH:22][C:21]3[C:16](=[CH:17][CH:18]=[CH:19][CH:20]=3)[CH:15]=2)=[O:24])[C:55]([O:57][CH3:58])=[O:56])[CH2:64][CH2:63][CH2:62][CH2:61][CH2:60]1. The yield is 0.650. (5) The reactants are [CH3:1][C:2]1[C:11](B2OC(C)(C)C(C)(C)O2)=[CH:10][CH:9]=[C:8]2[C:3]=1[CH2:4][CH2:5][N:6]([C:21]([O:23][C:24]([CH3:27])([CH3:26])[CH3:25])=[O:22])[CH2:7]2.Br[C:29]1[S:33][C:32]([C:34]2[CH:35]=[CH:36][C:37]([O:42][CH:43]([CH3:45])[CH3:44])=[C:38]([CH:41]=2)[C:39]#[N:40])=[N:31][N:30]=1.C([O-])([O-])=O.[K+].[K+].O. The catalyst is COCCOC.Cl[Pd](Cl)([P](C1C=CC=CC=1)(C1C=CC=CC=1)C1C=CC=CC=1)[P](C1C=CC=CC=1)(C1C=CC=CC=1)C1C=CC=CC=1. The product is [C:39]([C:38]1[CH:41]=[C:34]([C:32]2[S:33][C:29]([C:11]3[C:2]([CH3:1])=[C:3]4[C:8](=[CH:9][CH:10]=3)[CH2:7][N:6]([C:21]([O:23][C:24]([CH3:26])([CH3:27])[CH3:25])=[O:22])[CH2:5][CH2:4]4)=[N:30][N:31]=2)[CH:35]=[CH:36][C:37]=1[O:42][CH:43]([CH3:45])[CH3:44])#[N:40]. The yield is 0.400. (6) The reactants are Br[C:2]1[CH:3]=[C:4]2[C:9](=[CH:10][CH:11]=1)[N:8]=[CH:7][NH:6][C:5]2=[O:12].C1(B(O)O)[C:22]2[C:17](=[CH:18][CH:19]=[CH:20][CH:21]=2)C=CC=1.[C:26](=[O:29])([O-])[O-].[K+].[K+].[C:32]1(P([C:32]2[CH:37]=[CH:36]C=[CH:34][CH:33]=2)[C:32]2[CH:37]=[CH:36]C=[CH:34][CH:33]=2)[CH:37]=[CH:36]C=[CH:34][CH:33]=1.C(=O)(O)[O-]. The catalyst is CN(C)C(=O)C.C(O)C.O.C1C=CC(/C=C/C(/C=C/C2C=CC=CC=2)=O)=CC=1.C1C=CC(/C=C/C(/C=C/C2C=CC=CC=2)=O)=CC=1.C1C=CC(/C=C/C(/C=C/C2C=CC=CC=2)=O)=CC=1.[Pd].[Pd].C(Cl)Cl. The product is [O:29]([C:17]1[CH:18]=[CH:19][C:20]([C:2]2[CH:3]=[C:4]3[C:9](=[CH:10][CH:11]=2)[N:8]=[CH:7][NH:6][C:5]3=[O:12])=[CH:21][CH:22]=1)[C:26]1[CH:36]=[CH:37][CH:32]=[CH:33][CH:34]=1. The yield is 0.410. (7) The reactants are [Na].[C:2](#[N:6])[C:3]([CH3:5])=[CH2:4].[C:7]([O:15][CH2:16][CH3:17])(=[O:14])[CH2:8][C:9]([O:11][CH2:12][CH3:13])=[O:10].C(O)(=O)C. The catalyst is O.C(O)C. The product is [CH2:12]([O:11][C:9](=[O:10])[CH:8]([CH2:4][CH:3]([C:2]#[N:6])[CH3:5])[C:7]([O:15][CH2:16][CH3:17])=[O:14])[CH3:13]. The yield is 0.830.